Task: Predict the product of the given reaction.. Dataset: Forward reaction prediction with 1.9M reactions from USPTO patents (1976-2016) Given the reactants [CH3:1][CH:2]([S:4](Cl)(=[O:6])=[O:5])C.[N:8]1[CH:9]=[CH:10][N:11]2[CH:16]=[CH:15][C:14]([CH2:17][NH:18][C:19](=[O:31])[C:20]3[CH:25]=[CH:24][C:23]([CH:26]4[CH2:30][CH2:29][NH:28][CH2:27]4)=[CH:22][CH:21]=3)=[CH:13][C:12]=12.N1CC(C2C=CC(C(NCC3C=CN4C=CN=C4C=3)=O)=CC=2)C1, predict the reaction product. The product is: [CH2:2]([S:4]([N:28]1[CH2:29][CH2:30][CH:26]([C:23]2[CH:24]=[CH:25][C:20]([C:19]([NH:18][CH2:17][C:14]3[CH:15]=[CH:16][N:11]4[CH:10]=[CH:9][N:8]=[C:12]4[CH:13]=3)=[O:31])=[CH:21][CH:22]=2)[CH2:27]1)(=[O:6])=[O:5])[CH3:1].